Task: Predict which catalyst facilitates the given reaction.. Dataset: Catalyst prediction with 721,799 reactions and 888 catalyst types from USPTO (1) Reactant: [Cl:1][C:2]1[CH:3]=[CH:4][C:5]([C:24](OC)=[O:25])=[C:6]2[C:10]=1[N:9]=[C:8]1[N:11]([C:15]3[C:16]([CH3:23])=[N:17][C:18]([O:21][CH3:22])=[CH:19][CH:20]=3)[CH2:12][CH2:13][CH2:14][N:7]21.[BH4-].[Li+]. Product: [Cl:1][C:2]1[C:10]2[N:9]=[C:8]3[N:11]([C:15]4[C:16]([CH3:23])=[N:17][C:18]([O:21][CH3:22])=[CH:19][CH:20]=4)[CH2:12][CH2:13][CH2:14][N:7]3[C:6]=2[C:5]([CH2:24][OH:25])=[CH:4][CH:3]=1. The catalyst class is: 7. (2) Reactant: C(OC(=O)[NH:7][C:8]1[S:9][C:10]2[CH:16]=[C:15]([CH2:17][C:18]3[CH:23]=[CH:22][C:21]([NH:24]C(OC(C)(C)C)=O)=[CH:20][CH:19]=3)[C:14]([O:32]C)=[C:13]([C:34]3[CH:39]=[CH:38][CH:37]=[C:36]([N+:40]([O-:42])=[O:41])[CH:35]=3)[C:11]=2[N:12]=1)(C)(C)C.B(Br)(Br)Br. Product: [NH2:7][C:8]1[S:9][C:10]2[CH:16]=[C:15]([CH2:17][C:18]3[CH:23]=[CH:22][C:21]([NH2:24])=[CH:20][CH:19]=3)[C:14]([OH:32])=[C:13]([C:34]3[CH:39]=[CH:38][CH:37]=[C:36]([N+:40]([O-:42])=[O:41])[CH:35]=3)[C:11]=2[N:12]=1. The catalyst class is: 2. (3) Reactant: [CH3:1][N:2]1[CH:6]=[CH:5][C:4]([C:7]([F:10])([F:9])[F:8])=[N:3]1.[Li]CCCC.[I:16]I. Product: [I:16][C:6]1[N:2]([CH3:1])[N:3]=[C:4]([C:7]([F:10])([F:9])[F:8])[CH:5]=1. The catalyst class is: 1. (4) Reactant: FC(F)(F)C(O)=O.[Cl:8][C:9]1[C:10]([F:34])=[C:11]([CH:15]2[C:19]([C:22]3[CH:27]=[CH:26][C:25]([Cl:28])=[CH:24][C:23]=3[F:29])([C:20]#[N:21])[CH:18]([CH3:30])[NH:17][CH:16]2[C:31](O)=[O:32])[CH:12]=[CH:13][CH:14]=1.[NH2:35][CH:36]1[CH2:41][CH2:40][N:39]([C:42]([O:44][C:45]([CH3:48])([CH3:47])[CH3:46])=[O:43])[CH2:38][CH2:37]1.CN(C(ON1N=NC2C=CC=NC1=2)=[N+](C)C)C.F[P-](F)(F)(F)(F)F.CCN(C(C)C)C(C)C. Product: [C:45]([O:44][C:42]([N:39]1[CH2:40][CH2:41][CH:36]([NH:35][C:31]([C@H:16]2[C@H:15]([C:11]3[CH:12]=[CH:13][CH:14]=[C:9]([Cl:8])[C:10]=3[F:34])[C@:19]([C:22]3[CH:27]=[CH:26][C:25]([Cl:28])=[CH:24][C:23]=3[F:29])([C:20]#[N:21])[C@@H:18]([CH3:30])[NH:17]2)=[O:32])[CH2:37][CH2:38]1)=[O:43])([CH3:48])([CH3:46])[CH3:47]. The catalyst class is: 2. (5) Reactant: [OH:1][CH2:2][C:3]1[CH:8]=[CH:7][C:6]([CH:9]2[CH2:14][CH2:13][NH:12][CH2:11][CH:10]2[OH:15])=[CH:5][CH:4]=1.C(N(CC)CC)C.[C:23](O[C:23]([O:25][C:26]([CH3:29])([CH3:28])[CH3:27])=[O:24])([O:25][C:26]([CH3:29])([CH3:28])[CH3:27])=[O:24]. Product: [OH:15][CH:10]1[CH:9]([C:6]2[CH:5]=[CH:4][C:3]([CH2:2][OH:1])=[CH:8][CH:7]=2)[CH2:14][CH2:13][N:12]([C:23]([O:25][C:26]([CH3:29])([CH3:28])[CH3:27])=[O:24])[CH2:11]1. The catalyst class is: 9.